From a dataset of Reaction yield outcomes from USPTO patents with 853,638 reactions. Predict the reaction yield, written as a fraction of the theoretical maximum amount of product (1.0 means a 100% yield; for example, 0.34 means a 34% yield). The reactants are [H-].[Al+3].[Li+].[H-].[H-].[H-].C[O:8][C:9]([C:11]1([CH2:16][O:17][C:18]2[C:23]3[C:24]([O:27][CH2:28][CH:29]4[CH2:34][CH2:33][N:32]([C:35]([O:37][C:38]([CH3:41])([CH3:40])[CH3:39])=[O:36])[CH2:31][CH2:30]4)=[N:25][O:26][C:22]=3[CH:21]=[CH:20][CH:19]=2)[CH2:15][CH2:14][CH2:13][CH2:12]1)=O.C(OCC)(=O)C. The catalyst is C(OCC)C. The product is [OH:8][CH2:9][C:11]1([CH2:16][O:17][C:18]2[C:23]3[C:24]([O:27][CH2:28][CH:29]4[CH2:34][CH2:33][N:32]([C:35]([O:37][C:38]([CH3:41])([CH3:40])[CH3:39])=[O:36])[CH2:31][CH2:30]4)=[N:25][O:26][C:22]=3[CH:21]=[CH:20][CH:19]=2)[CH2:15][CH2:14][CH2:13][CH2:12]1. The yield is 0.810.